Dataset: NCI-60 drug combinations with 297,098 pairs across 59 cell lines. Task: Regression. Given two drug SMILES strings and cell line genomic features, predict the synergy score measuring deviation from expected non-interaction effect. (1) Drug 1: CC1C(C(CC(O1)OC2CC(CC3=C2C(=C4C(=C3O)C(=O)C5=C(C4=O)C(=CC=C5)OC)O)(C(=O)CO)O)N)O.Cl. Drug 2: C1CCC(CC1)NC(=O)N(CCCl)N=O. Cell line: LOX IMVI. Synergy scores: CSS=25.1, Synergy_ZIP=11.3, Synergy_Bliss=15.5, Synergy_Loewe=7.80, Synergy_HSA=8.71. (2) Drug 1: CC(CN1CC(=O)NC(=O)C1)N2CC(=O)NC(=O)C2. Drug 2: C1=NC(=NC(=O)N1C2C(C(C(O2)CO)O)O)N. Cell line: DU-145. Synergy scores: CSS=12.1, Synergy_ZIP=-5.26, Synergy_Bliss=3.70, Synergy_Loewe=2.45, Synergy_HSA=4.40. (3) Synergy scores: CSS=11.3, Synergy_ZIP=3.15, Synergy_Bliss=6.85, Synergy_Loewe=0.527, Synergy_HSA=1.14. Cell line: HT29. Drug 2: CS(=O)(=O)CCNCC1=CC=C(O1)C2=CC3=C(C=C2)N=CN=C3NC4=CC(=C(C=C4)OCC5=CC(=CC=C5)F)Cl. Drug 1: CC1=C(C=C(C=C1)NC2=NC=CC(=N2)N(C)C3=CC4=NN(C(=C4C=C3)C)C)S(=O)(=O)N.Cl. (4) Drug 1: CN1CCC(CC1)COC2=C(C=C3C(=C2)N=CN=C3NC4=C(C=C(C=C4)Br)F)OC. Drug 2: C1=NC2=C(N=C(N=C2N1C3C(C(C(O3)CO)O)O)F)N. Cell line: 786-0. Synergy scores: CSS=3.06, Synergy_ZIP=-1.50, Synergy_Bliss=0.852, Synergy_Loewe=-6.11, Synergy_HSA=-0.583. (5) Drug 1: CCCCCOC(=O)NC1=NC(=O)N(C=C1F)C2C(C(C(O2)C)O)O. Drug 2: C1=CN(C=N1)CC(O)(P(=O)(O)O)P(=O)(O)O. Cell line: NCIH23. Synergy scores: CSS=-3.91, Synergy_ZIP=0.811, Synergy_Bliss=-2.96, Synergy_Loewe=-5.96, Synergy_HSA=-7.63. (6) Drug 1: CN(C)C(=N)N=C(N)N. Drug 2: CNC(=O)C1=NC=CC(=C1)OC2=CC=C(C=C2)NC(=O)NC3=CC(=C(C=C3)Cl)C(F)(F)F. Cell line: HT29. Synergy scores: CSS=49.8, Synergy_ZIP=-1.62, Synergy_Bliss=-2.82, Synergy_Loewe=-37.4, Synergy_HSA=-2.71. (7) Drug 1: C1C(C(OC1N2C=NC3=C(N=C(N=C32)Cl)N)CO)O. Drug 2: CC1CCC2CC(C(=CC=CC=CC(CC(C(=O)C(C(C(=CC(C(=O)CC(OC(=O)C3CCCCN3C(=O)C(=O)C1(O2)O)C(C)CC4CCC(C(C4)OC)O)C)C)O)OC)C)C)C)OC. Cell line: A549. Synergy scores: CSS=5.18, Synergy_ZIP=-4.94, Synergy_Bliss=-4.22, Synergy_Loewe=-7.04, Synergy_HSA=-4.46. (8) Cell line: ACHN. Drug 1: CC1=C(N=C(N=C1N)C(CC(=O)N)NCC(C(=O)N)N)C(=O)NC(C(C2=CN=CN2)OC3C(C(C(C(O3)CO)O)O)OC4C(C(C(C(O4)CO)O)OC(=O)N)O)C(=O)NC(C)C(C(C)C(=O)NC(C(C)O)C(=O)NCCC5=NC(=CS5)C6=NC(=CS6)C(=O)NCCC[S+](C)C)O. Synergy scores: CSS=57.8, Synergy_ZIP=-0.249, Synergy_Bliss=-0.517, Synergy_Loewe=-24.9, Synergy_HSA=0.193. Drug 2: C(CN)CNCCSP(=O)(O)O.